This data is from Forward reaction prediction with 1.9M reactions from USPTO patents (1976-2016). The task is: Predict the product of the given reaction. (1) Given the reactants [NH2:1][C:2]1[CH:9]=[CH:8][C:5]([C:6]#[N:7])=[C:4]([C:10]([F:13])([F:12])[F:11])[CH:3]=1.OC1C(=O)C(=O)C=1O.[CH3:22][C:23]1([CH3:30])[CH2:28][CH2:27][C:26](=[O:29])[CH:25]=[CH:24]1, predict the reaction product. The product is: [CH3:22][C:23]1([CH3:30])[CH2:28][CH2:27][C:26](=[O:29])[CH2:25][CH:24]1[NH:1][C:2]1[CH:9]=[CH:8][C:5]([C:6]#[N:7])=[C:4]([C:10]([F:11])([F:12])[F:13])[CH:3]=1. (2) Given the reactants Cl.Cl.Cl.[O:4]1[C:8]2[CH:9]=[CH:10][CH:11]=[C:12]([N:13]3[CH2:18][CH2:17][N:16]([CH2:19][CH2:20][C@H:21]4[CH2:26][CH2:25][C@H:24]([NH2:27])[CH2:23][CH2:22]4)[CH2:15][CH2:14]3)[C:7]=2[O:6][CH2:5]1.[OH:28][C@H:29]([CH:33]([CH3:35])[CH3:34])[C:30](O)=[O:31], predict the reaction product. The product is: [O:4]1[C:8]2[CH:9]=[CH:10][CH:11]=[C:12]([N:13]3[CH2:18][CH2:17][N:16]([CH2:19][CH2:20][C@H:21]4[CH2:26][CH2:25][C@H:24]([NH:27][C:30](=[O:31])[C@H:29]([OH:28])[CH:33]([CH3:35])[CH3:34])[CH2:23][CH2:22]4)[CH2:15][CH2:14]3)[C:7]=2[O:6][CH2:5]1. (3) Given the reactants C([O:3][C:4](=O)/[CH:5]=[C:6](\[CH3:17])/[C:7]#[C:8][C:9]1[CH:14]=[C:13]([Cl:15])[CH:12]=[C:11]([Cl:16])[CH:10]=1)C.[H-].C([Al+]CC(C)C)C(C)C.[Cl-].[NH4+].C(OCC)(=O)C, predict the reaction product. The product is: [CH3:17]/[C:6](/[C:7]#[C:8][C:9]1[CH:10]=[C:11]([Cl:16])[CH:12]=[C:13]([Cl:15])[CH:14]=1)=[CH:5]\[CH2:4][OH:3]. (4) Given the reactants [NH2:1][CH2:2][C:3]([F:25])([F:24])[CH2:4][N:5]1[C:13]2[C:8](=[CH:9][CH:10]=[C:11]([C:14]([O:16][CH2:17][CH3:18])=[O:15])[CH:12]=2)[CH:7]=[C:6]1[C:19](OCC)=[O:20].C(N(CC)CC)C.C([O-])([O-])=O.[K+].[K+], predict the reaction product. The product is: [F:24][C:3]1([F:25])[CH2:4][N:5]2[C:13]3[CH:12]=[C:11]([C:14]([O:16][CH2:17][CH3:18])=[O:15])[CH:10]=[CH:9][C:8]=3[CH:7]=[C:6]2[C:19](=[O:20])[NH:1][CH2:2]1.